From a dataset of Catalyst prediction with 721,799 reactions and 888 catalyst types from USPTO. Predict which catalyst facilitates the given reaction. (1) Reactant: O[CH2:2][C@@H:3]([C:9]1[CH:14]=[CH:13][CH:12]=[CH:11][CH:10]=1)[CH2:4][O:5][C:6](=[O:8])[CH3:7].[Br:15][C:16]1[C:17](=[O:33])[NH:18][C:19](=[O:32])[N:20]([CH2:23][C:24]2[C:29]([F:30])=[CH:28][CH:27]=[CH:26][C:25]=2[F:31])[C:21]=1[CH3:22].C1(P(C2C=CC=CC=2)C2C=CC=CC=2)C=CC=CC=1.CC(OC(/N=N/C(OC(C)(C)C)=O)=O)(C)C. Product: [Br:15][C:16]1[C:17](=[O:33])[N:18]([CH2:2][C@@H:3]([C:9]2[CH:14]=[CH:13][CH:12]=[CH:11][CH:10]=2)[CH2:4][O:5][C:6](=[O:8])[CH3:7])[C:19](=[O:32])[N:20]([CH2:23][C:24]2[C:25]([F:31])=[CH:26][CH:27]=[CH:28][C:29]=2[F:30])[C:21]=1[CH3:22]. The catalyst class is: 1. (2) Reactant: O[CH2:2][CH:3]1[C:20]2[C@:15]([CH3:22])([CH:16]=[CH:17][C:18](=[O:21])[CH:19]=2)[C@@H:14]2[C@H:5]([C@H:6]3[C@@:10]([CH2:12][CH2:13]2)([CH3:11])[C:9](=[O:23])[CH2:8][CH2:7]3)[CH2:4]1. Product: [CH3:11][C@@:10]12[C:9](=[O:23])[CH2:8][CH2:7][C@H:6]1[C@@H:5]1[CH2:4][C:3]([C:20]3[C@@:15]([CH3:22])([C@H:14]1[CH2:13][CH2:12]2)[CH:16]=[CH:17][C:18](=[O:21])[CH:19]=3)=[CH2:2]. The catalyst class is: 13. (3) Reactant: FC(F)(F)C(O)=O.[NH2:8][C:9]1[C:18]2[N:19]=[C:20]([CH2:31][O:32][CH2:33][CH3:34])[N:21]([CH2:22][C:23]([CH3:30])([NH:25][S:26]([CH3:29])(=[O:28])=[O:27])[CH3:24])[C:17]=2[C:16]2[CH:15]=[CH:14][C:13]([O:35][CH2:36][CH2:37][CH2:38][CH2:39][CH2:40][CH2:41][NH:42][C:43](=[O:66])[CH2:44][CH2:45][S:46]C(C3C=CC=CC=3)(C3C=CC=CC=3)C3C=CC=CC=3)=[CH:12][C:11]=2[N:10]=1.C([SiH](CC)CC)C. Product: [NH2:8][C:9]1[C:18]2[N:19]=[C:20]([CH2:31][O:32][CH2:33][CH3:34])[N:21]([CH2:22][C:23]([CH3:30])([NH:25][S:26]([CH3:29])(=[O:27])=[O:28])[CH3:24])[C:17]=2[C:16]2[CH:15]=[CH:14][C:13]([O:35][CH2:36][CH2:37][CH2:38][CH2:39][CH2:40][CH2:41][NH:42][C:43](=[O:66])[CH2:44][CH2:45][SH:46])=[CH:12][C:11]=2[N:10]=1. The catalyst class is: 4. (4) Reactant: [Br:1]Br.C[O:4][C:5]1[CH2:10][CH2:9][CH:8]([O:11][CH2:12][C:13]2[CH:18]=[CH:17][CH:16]=[CH:15][CH:14]=2)[CH2:7][CH:6]=1.COC(C)(C)C. Product: [CH2:12]([O:11][CH:8]1[CH2:9][CH2:10][C:5](=[O:4])[CH:6]([Br:1])[CH2:7]1)[C:13]1[CH:18]=[CH:17][CH:16]=[CH:15][CH:14]=1. The catalyst class is: 2. (5) Reactant: [NH3:1].C[O:3][C:4]([C:6]1[N:7]([CH3:12])[CH:8]=[C:9]([Br:11])[N:10]=1)=O. Product: [Br:11][C:9]1[N:10]=[C:6]([C:4]([NH2:1])=[O:3])[N:7]([CH3:12])[CH:8]=1. The catalyst class is: 5. (6) Reactant: C[C:2](C)(C)[C:3]([NH:5][C:6]1[CH:11]=[CH:10][N:9]=[CH:8][C:7]=1[CH3:12])=[O:4].[OH-].[Na+]. Product: [CH3:12][C:7]1[CH:8]=[N:9][CH:10]=[CH:11][C:6]=1[NH:5][C:3](=[O:4])[CH3:2]. The catalyst class is: 33. (7) Product: [Cl:28][C:25]1[CH:24]=[CH:23][C:22]([C@@H:2]([NH2:1])[C@:3]([C:5]2[CH:6]=[N:7][C:8]([Cl:11])=[CH:9][CH:10]=2)([NH2:12])[CH3:4])=[CH:27][CH:26]=1. The catalyst class is: 209. Reactant: [NH2:1][C@H:2]([C:22]1[CH:27]=[CH:26][C:25]([Cl:28])=[CH:24][CH:23]=1)[C@@:3]([NH:12]S(=O)(=O)OCC(Cl)(Cl)Cl)([C:5]1[CH:6]=[N:7][C:8]([Cl:11])=[CH:9][CH:10]=1)[CH3:4].